This data is from Reaction yield outcomes from USPTO patents with 853,638 reactions. The task is: Predict the reaction yield, written as a fraction of the theoretical maximum amount of product (1.0 means a 100% yield; for example, 0.34 means a 34% yield). (1) The reactants are C[O:2][C:3]([C:5]1[CH:10]=[CH:9][N:8]2[CH:11]=[N:12][CH:13]=[C:7]2[C:6]=1[NH:14][C:15]1[CH:20]=[CH:19][C:18]([CH:21]2[CH2:23][CH2:22]2)=[CH:17][C:16]=1[F:24])=[O:4].[OH-].[Na+].Cl. No catalyst specified. The product is [CH:21]1([C:18]2[CH:19]=[CH:20][C:15]([NH:14][C:6]3[C:7]4[N:8]([CH:11]=[N:12][CH:13]=4)[CH:9]=[CH:10][C:5]=3[C:3]([OH:4])=[O:2])=[C:16]([F:24])[CH:17]=2)[CH2:22][CH2:23]1. The yield is 0.810. (2) The reactants are [CH:1]1([CH:4]([C:6]2[C:11]([F:12])=[CH:10][C:9]([O:13][CH2:14][C:15]3[CH:20]=[CH:19][C:18]([O:21][CH3:22])=[CH:17][CH:16]=3)=[CH:8][C:7]=2[F:23])[OH:5])[CH2:3][CH2:2]1.O([N+]1([O-])CCOCC1)C. The catalyst is C(Cl)Cl.CCC[N+](CCC)(CCC)CCC.[O-][Ru](=O)(=O)=O. The product is [CH:1]1([C:4]([C:6]2[C:7]([F:23])=[CH:8][C:9]([O:13][CH2:14][C:15]3[CH:16]=[CH:17][C:18]([O:21][CH3:22])=[CH:19][CH:20]=3)=[CH:10][C:11]=2[F:12])=[O:5])[CH2:3][CH2:2]1. The yield is 0.850. (3) The reactants are [CH3:1][C:2]1[CH:3]=[C:4]([C:19]2[S:23][C:22]([C:24]3([C:34]([NH2:36])=[O:35])[CH2:33][CH2:32][C:27]4(OCC[O:28]4)[CH2:26][CH2:25]3)=[N:21][CH:20]=2)[CH:5]=[C:6]([NH:8][C:9]2[N:14]=[C:13]([C:15]([F:18])([F:17])[F:16])[CH:12]=[CH:11][N:10]=2)[CH:7]=1.Cl. The catalyst is C1COCC1.C([O-])(O)=O.[Na+]. The product is [CH3:1][C:2]1[CH:3]=[C:4]([C:19]2[S:23][C:22]([C:24]3([C:34]([NH2:36])=[O:35])[CH2:25][CH2:26][C:27](=[O:28])[CH2:32][CH2:33]3)=[N:21][CH:20]=2)[CH:5]=[C:6]([NH:8][C:9]2[N:14]=[C:13]([C:15]([F:16])([F:17])[F:18])[CH:12]=[CH:11][N:10]=2)[CH:7]=1. The yield is 0.746. (4) The reactants are [H-].[Na+].C([N:11]1[CH2:28][CH2:27][CH:15]2[N:16]3[C:25]4[C:20](=[CH:21][CH:22]=[CH:23][C:24]=4[CH:14]2[CH2:13][CH2:12]1)[CH:19]([OH:26])[CH2:18][CH2:17]3)(=O)C1C=CC=CC=1.I[CH3:30]. The catalyst is CN(C=O)C. The product is [CH3:30][O:26][CH:19]1[C:20]2[C:25]3=[C:24]([CH:14]4[CH2:13][CH2:12][NH:11][CH2:28][CH2:27][CH:15]4[N:16]3[CH2:17][CH2:18]1)[CH:23]=[CH:22][CH:21]=2. The yield is 0.790. (5) The reactants are [Cl:1][C:2]1[CH:7]=[CH:6][C:5]([CH2:8][S:9]([NH:12][C:13]([CH3:18])([CH3:17])[C:14](=O)[CH3:15])(=[O:11])=[O:10])=[CH:4][CH:3]=1.[H-].[Na+]. The catalyst is CN(C)C=O. The product is [Cl:1][C:2]1[CH:3]=[CH:4][C:5]([CH2:8][S:9]([NH:12][C:13]([CH3:18])([CH3:17])[C:14]#[CH:15])(=[O:11])=[O:10])=[CH:6][CH:7]=1. The yield is 0.800. (6) The reactants are [CH2:1]([N:8]1[C:13](=[O:14])[C:12]([C:15]([O:17]CC)=[O:16])=[CH:11][C:10]2[CH:20]([CH3:29])[O:21][C:22]3[CH:23]=[C:24]([Cl:28])[CH:25]=[CH:26][C:27]=3[C:9]1=2)[C:2]1[CH:7]=[CH:6][CH:5]=[CH:4][CH:3]=1.[Li+].[OH-].Cl. The product is [CH2:1]([N:8]1[C:13](=[O:14])[C:12]([C:15]([OH:17])=[O:16])=[CH:11][C:10]2[CH:20]([CH3:29])[O:21][C:22]3[CH:23]=[C:24]([Cl:28])[CH:25]=[CH:26][C:27]=3[C:9]1=2)[C:2]1[CH:7]=[CH:6][CH:5]=[CH:4][CH:3]=1. The yield is 0.930. The catalyst is C1COCC1. (7) The reactants are O(C1C=CC([C:14]2[N:22]=[C:21]([N:23]3[CH2:28][CH2:27][NH:26][CH2:25][CH2:24]3)[CH:20]=[CH:19][C:15]=2[C:16]([NH2:18])=O)=CC=1)C1C=CC=CC=1.[Cl:29]C1C=CC(C(N)=O)=C(C2C=CC(OC3C=CC=CC=3)=CC=2)N=1.[C:52]([O-:55])([O-])=[O:53].[K+].[K+].[CH3:58][C:59]1([CH3:72])[C:63](C)(C)OB(C2CCNCC=2)O1. The catalyst is O1CCOCC1.O.C1C=CC([P]([Pd]([P](C2C=CC=CC=2)(C2C=CC=CC=2)C2C=CC=CC=2)([P](C2C=CC=CC=2)(C2C=CC=CC=2)C2C=CC=CC=2)[P](C2C=CC=CC=2)(C2C=CC=CC=2)C2C=CC=CC=2)(C2C=CC=CC=2)C2C=CC=CC=2)=CC=1. The product is [Cl:29][C:14]1[N:22]=[C:21]([N:23]2[CH2:24][CH2:25][N:26]([C:52]([O:55][C:59]([CH3:72])([CH3:63])[CH3:58])=[O:53])[CH2:27][CH2:28]2)[CH:20]=[CH:19][C:15]=1[C:16]#[N:18]. The yield is 0.580.